From a dataset of Forward reaction prediction with 1.9M reactions from USPTO patents (1976-2016). Predict the product of the given reaction. (1) The product is: [N+:1]([C:4]1[CH:5]=[C:6]([C:10]2[O:14][C:13]([C:15]([O:17][CH3:18])=[O:16])=[CH:12][CH:11]=2)[CH:7]=[CH:8][CH:9]=1)([O-:3])=[O:2]. Given the reactants [N+:1]([C:4]1[CH:5]=[C:6]([C:10]2[O:14][C:13]([C:15]([OH:17])=[O:16])=[CH:12][CH:11]=2)[CH:7]=[CH:8][CH:9]=1)([O-:3])=[O:2].[C:18](Cl)(=O)C(Cl)=O.C(N(CC)CC)C, predict the reaction product. (2) Given the reactants [CH3:1][O:2][C:3](=[O:18])[C:4]1[C:9]([Br:10])=[CH:8][CH:7]=[C:6]([NH:11]C(=O)C)[C:5]=1[N+:15]([O-:17])=[O:16].B(F)(F)F.CCOCC.C([O-])(O)=O.[Na+], predict the reaction product. The product is: [CH3:1][O:2][C:3](=[O:18])[C:4]1[C:9]([Br:10])=[CH:8][CH:7]=[C:6]([NH2:11])[C:5]=1[N+:15]([O-:17])=[O:16]. (3) Given the reactants C([N-]C(C)C)(C)C.[Li+].[NH2:9]/[C:10](/[C:22]([CH3:25])([CH3:24])[CH3:23])=[C:11](\[C:14]1[CH:19]=[C:18]([CH3:20])[CH:17]=[C:16]([CH3:21])[CH:15]=1)/[C:12]#[N:13].[CH3:26][O:27][C:28]1[C:29]([CH3:37])=[C:30]([CH:34]=[CH:35][CH:36]=1)[C:31](Cl)=[O:32], predict the reaction product. The product is: [C:22](/[C:10](/[NH:9][C:31](=[O:32])[C:30]1[CH:34]=[CH:35][CH:36]=[C:28]([O:27][CH3:26])[C:29]=1[CH3:37])=[C:11](\[C:12]#[N:13])/[C:14]1[CH:15]=[C:16]([CH3:21])[CH:17]=[C:18]([CH3:20])[CH:19]=1)([CH3:25])([CH3:24])[CH3:23].